Dataset: Forward reaction prediction with 1.9M reactions from USPTO patents (1976-2016). Task: Predict the product of the given reaction. (1) Given the reactants C([O:3][C:4](=[O:34])[CH2:5][CH2:6][N:7]1[C:15]2[C:10](=[C:11]([CH2:16][O:17][C:18]3[CH:23]=[CH:22][C:21]([C:24]4[CH:29]=[C:28]([F:30])[C:27]([F:31])=[CH:26][C:25]=4[O:32][CH3:33])=[CH:20][CH:19]=3)[CH:12]=[CH:13][CH:14]=2)[CH:9]=[N:8]1)C.O.[OH-].[Li+].CCOC(C)=O.Cl, predict the reaction product. The product is: [F:31][C:27]1[C:28]([F:30])=[CH:29][C:24]([C:21]2[CH:20]=[CH:19][C:18]([O:17][CH2:16][C:11]3[CH:12]=[CH:13][CH:14]=[C:15]4[C:10]=3[CH:9]=[N:8][N:7]4[CH2:6][CH2:5][C:4]([OH:34])=[O:3])=[CH:23][CH:22]=2)=[C:25]([O:32][CH3:33])[CH:26]=1. (2) Given the reactants [H-].[Na+].Cl[C:4]1[C:9]([NH:10][C:11]([C:13]2[C:14]([NH:19][CH:20]3[CH2:22][CH2:21]3)=[N:15][CH:16]=[CH:17][CH:18]=2)=[O:12])=[C:8]([CH3:23])[CH:7]=[CH:6][N:5]=1.[H][H], predict the reaction product. The product is: [CH3:23][C:8]1[CH:7]=[CH:6][N:5]=[C:4]2[N:19]([CH:20]3[CH2:22][CH2:21]3)[C:14]3[N:15]=[CH:16][CH:17]=[CH:18][C:13]=3[C:11](=[O:12])[NH:10][C:9]=12.